Dataset: Forward reaction prediction with 1.9M reactions from USPTO patents (1976-2016). Task: Predict the product of the given reaction. (1) Given the reactants [OH:1][CH2:2][C:3]([CH2:15][OH:16])([C:9]1[CH:10]=[N:11][CH:12]=[CH:13][CH:14]=1)[C:4]([O:6][CH2:7][CH3:8])=[O:5].CO[C:19](OC)([CH3:21])[CH3:20].O.C1(C)C=CC(S(O)(=O)=O)=CC=1, predict the reaction product. The product is: [CH3:20][C:19]1([CH3:21])[O:1][CH2:2][C:3]([C:9]2[CH:10]=[N:11][CH:12]=[CH:13][CH:14]=2)([C:4]([O:6][CH2:7][CH3:8])=[O:5])[CH2:15][O:16]1. (2) Given the reactants N([O-])=O.[Na+].[Br:5][C:6]1[CH:7]=[C:8]([CH2:14][C:15]2[CH:20]=[C:19]([Br:21])[C:18](N)=[C:17]([Br:23])[CH:16]=2)[CH:9]=[C:10]([Br:13])[C:11]=1N.[PH2](O)=O.O, predict the reaction product. The product is: [Br:5][C:6]1[CH:7]=[C:8]([CH2:14][C:15]2[CH:20]=[C:19]([Br:21])[CH:18]=[C:17]([Br:23])[CH:16]=2)[CH:9]=[C:10]([Br:13])[CH:11]=1.